Regression. Given a peptide amino acid sequence and an MHC pseudo amino acid sequence, predict their binding affinity value. This is MHC class II binding data. From a dataset of Peptide-MHC class II binding affinity with 134,281 pairs from IEDB. The peptide sequence is GFGMLLRKYGIAAENVIDVK. The MHC is HLA-DPA10103-DPB10401 with pseudo-sequence HLA-DPA10103-DPB10401. The binding affinity (normalized) is 0.391.